From a dataset of Forward reaction prediction with 1.9M reactions from USPTO patents (1976-2016). Predict the product of the given reaction. Given the reactants Br[C:2]1[CH:3]=[C:4]2[C:9](=[CH:10][CH:11]=1)[C:8]([S:12][CH2:13][CH3:14])=[N:7][N:6]=[CH:5]2.[CH:15]1([NH:18][C:19](=[O:36])[C:20]2[CH:25]=[CH:24][C:23]([CH3:26])=[C:22](B3OC(C)(C)C(C)(C)O3)[CH:21]=2)[CH2:17][CH2:16]1.C(=O)([O-])[O-].[K+].[K+], predict the reaction product. The product is: [CH:15]1([NH:18][C:19](=[O:36])[C:20]2[CH:25]=[CH:24][C:23]([CH3:26])=[C:22]([C:2]3[CH:3]=[C:4]4[C:9](=[CH:10][CH:11]=3)[C:8]([S:12][CH2:13][CH3:14])=[N:7][N:6]=[CH:5]4)[CH:21]=2)[CH2:16][CH2:17]1.